This data is from NCI-60 drug combinations with 297,098 pairs across 59 cell lines. The task is: Regression. Given two drug SMILES strings and cell line genomic features, predict the synergy score measuring deviation from expected non-interaction effect. (1) Drug 1: C1=CC(=CC=C1C#N)C(C2=CC=C(C=C2)C#N)N3C=NC=N3. Synergy scores: CSS=31.5, Synergy_ZIP=1.39, Synergy_Bliss=1.73, Synergy_Loewe=-14.1, Synergy_HSA=-0.568. Cell line: NCI-H226. Drug 2: CC1CCCC2(C(O2)CC(NC(=O)CC(C(C(=O)C(C1O)C)(C)C)O)C(=CC3=CSC(=N3)C)C)C. (2) Drug 1: CC12CCC3C(C1CCC2=O)CC(=C)C4=CC(=O)C=CC34C. Drug 2: CC1=C(C(CCC1)(C)C)C=CC(=CC=CC(=CC(=O)O)C)C. Cell line: UACC62. Synergy scores: CSS=39.4, Synergy_ZIP=-1.36, Synergy_Bliss=0.509, Synergy_Loewe=2.07, Synergy_HSA=2.10. (3) Drug 1: C1=CC=C(C(=C1)C(C2=CC=C(C=C2)Cl)C(Cl)Cl)Cl. Drug 2: CC1C(C(CC(O1)OC2CC(CC3=C2C(=C4C(=C3O)C(=O)C5=C(C4=O)C(=CC=C5)OC)O)(C(=O)CO)O)N)O.Cl. Cell line: KM12. Synergy scores: CSS=45.2, Synergy_ZIP=-3.91, Synergy_Bliss=-3.59, Synergy_Loewe=-0.497, Synergy_HSA=1.02.